From a dataset of NCI-60 drug combinations with 297,098 pairs across 59 cell lines. Regression. Given two drug SMILES strings and cell line genomic features, predict the synergy score measuring deviation from expected non-interaction effect. Drug 1: CN(C)N=NC1=C(NC=N1)C(=O)N. Drug 2: C1C(C(OC1N2C=C(C(=O)NC2=O)F)CO)O. Cell line: HCC-2998. Synergy scores: CSS=41.0, Synergy_ZIP=-5.59, Synergy_Bliss=-10.8, Synergy_Loewe=-12.6, Synergy_HSA=-10.7.